From a dataset of Full USPTO retrosynthesis dataset with 1.9M reactions from patents (1976-2016). Predict the reactants needed to synthesize the given product. (1) Given the product [Cl:31][C:32]1[CH:41]=[C:40]2[C:35]([C:36]([N:42]3[CH2:47][CH2:46][N:45]([C:10]([NH:8][C@H:5]4[CH2:6][CH2:7][C@@H:2]([CH3:1])[CH2:3][CH2:4]4)=[O:11])[CH2:44][CH2:43]3)=[CH:37][CH:38]=[N:39]2)=[CH:34][CH:33]=1, predict the reactants needed to synthesize it. The reactants are: [CH3:1][C@@H:2]1[CH2:7][CH2:6][C@H:5]([NH2:8])[CH2:4][CH2:3]1.Cl[C:10](OC1C=CC([N+]([O-])=O)=CC=1)=[O:11].C(N(C(C)C)CC)(C)C.[Cl:31][C:32]1[CH:41]=[C:40]2[C:35]([C:36]([N:42]3[CH2:47][CH2:46][NH:45][CH2:44][CH2:43]3)=[CH:37][CH:38]=[N:39]2)=[CH:34][CH:33]=1. (2) Given the product [Br:22][C:20]1[S:21][C:13]2[C:12]([OH:23])=[C:11]([C:9](=[O:10])[CH2:8][CH2:7][C:2]([OH:3])=[O:1])[C:16](=[O:17])[N:15]([CH3:18])[C:14]=2[CH:19]=1, predict the reactants needed to synthesize it. The reactants are: [O:1]1CCC[O:3][CH:2]1[CH2:7][CH2:8][C:9]([C:11]1[C:16](=[O:17])[N:15]([CH3:18])[C:14]2[CH:19]=[C:20]([Br:22])[S:21][C:13]=2[C:12]=1[OH:23])=[O:10].BrC1SC2C(O)=C(C(OCC)=O)C(=O)N(C)C=2C=1.BrC1SC(C(OC)=O)=C(NC)C=1.[H-].[Na+]. (3) Given the product [NH2:8][C:9]1[S:10][C@:11]2([C:39]([N:67]3[CH2:72][CH2:71][O:70][CH2:69][CH2:68]3)=[O:40])[C@H:13]([C@:14]([C:17]3[CH:22]=[C:21]([NH:23][C:24]([C:26]4[CH:31]=[N:30][C:29]([O:32][CH2:33][C:34]([F:36])([F:35])[F:37])=[CH:28][N:27]=4)=[O:25])[CH:20]=[CH:19][C:18]=3[F:38])([CH3:16])[N:15]=1)[CH2:12]2, predict the reactants needed to synthesize it. The reactants are: C(OC([N:8](COCC[Si](C)(C)C)[C:9]1[S:10][C@:11]2([C:39](O)=[O:40])[C@H:13]([C@:14]([C:17]3[CH:22]=[C:21]([NH:23][C:24]([C:26]4[CH:31]=[N:30][C:29]([O:32][CH2:33][C:34]([F:37])([F:36])[F:35])=[CH:28][N:27]=4)=[O:25])[CH:20]=[CH:19][C:18]=3[F:38])([CH3:16])[N:15]=1)[CH2:12]2)=O)(C)(C)C.ClC(N(C)C)=C(C)C.C(N(CC)C(C)C)(C)C.[NH:67]1[CH2:72][CH2:71][O:70][CH2:69][CH2:68]1.O.C1(C)C=CC(S(O)(=O)=O)=CC=1. (4) Given the product [N:4]1[CH:5]=[CH:6][CH:7]=[CH:8][C:3]=1[CH2:2][NH:1][C:32]([C:28]1[N:29]([CH3:31])[CH:30]=[C:26]([NH:25][C:23]([C:18]2[C:17]([C:14]3[CH:13]=[CH:12][C:11]([C:10]([F:36])([F:9])[F:35])=[CH:16][CH:15]=3)=[CH:22][CH:21]=[CH:20][CH:19]=2)=[O:24])[CH:27]=1)=[O:33], predict the reactants needed to synthesize it. The reactants are: [NH2:1][CH2:2][C:3]1[CH:8]=[CH:7][CH:6]=[CH:5][N:4]=1.[F:9][C:10]([F:36])([F:35])[C:11]1[CH:16]=[CH:15][C:14]([C:17]2[C:18]([C:23]([NH:25][C:26]3[CH:27]=[C:28]([C:32](O)=[O:33])[N:29]([CH3:31])[CH:30]=3)=[O:24])=[CH:19][CH:20]=[CH:21][CH:22]=2)=[CH:13][CH:12]=1.CN(C(ON1N=NC2C=CC=CC1=2)=[N+](C)C)C.[B-](F)(F)(F)F.C(N(C(C)C)C(C)C)C. (5) Given the product [Cl:1][C:2]1[C:3]([F:41])=[C:4]([C@@H:8]2[C@:12]([C:15]3[CH:20]=[CH:19][C:18]([Cl:21])=[CH:17][C:16]=3[F:22])([C:13]#[N:14])[C@H:11]([CH2:23][C:24]([CH3:25])([CH3:27])[CH3:26])[N:10]([CH2:46][CH:42]3[CH2:45][CH2:44][CH2:43]3)[C@H:9]2[C:28]([NH:30][C:31]2[CH:32]=[CH:33][C:34]([C:35]([OH:37])=[O:36])=[CH:39][CH:40]=2)=[O:29])[CH:5]=[CH:6][CH:7]=1, predict the reactants needed to synthesize it. The reactants are: [Cl:1][C:2]1[C:3]([F:41])=[C:4]([C@@H:8]2[C@:12]([C:15]3[CH:20]=[CH:19][C:18]([Cl:21])=[CH:17][C:16]=3[F:22])([C:13]#[N:14])[C@H:11]([CH2:23][C:24]([CH3:27])([CH3:26])[CH3:25])[NH:10][C@H:9]2[C:28]([NH:30][C:31]2[CH:40]=[CH:39][C:34]([C:35]([O:37]C)=[O:36])=[CH:33][CH:32]=2)=[O:29])[CH:5]=[CH:6][CH:7]=1.[CH:42]1([CH:46]=O)[CH2:45][CH2:44][CH2:43]1.C(O[BH-](OC(=O)C)OC(=O)C)(=O)C.[Na+].CO.